Regression. Given two drug SMILES strings and cell line genomic features, predict the synergy score measuring deviation from expected non-interaction effect. From a dataset of NCI-60 drug combinations with 297,098 pairs across 59 cell lines. (1) Drug 1: CS(=O)(=O)C1=CC(=C(C=C1)C(=O)NC2=CC(=C(C=C2)Cl)C3=CC=CC=N3)Cl. Drug 2: C1=CC(=C2C(=C1NCCNCCO)C(=O)C3=C(C=CC(=C3C2=O)O)O)NCCNCCO. Cell line: NCI-H226. Synergy scores: CSS=41.6, Synergy_ZIP=1.34, Synergy_Bliss=1.04, Synergy_Loewe=-20.3, Synergy_HSA=3.42. (2) Drug 1: CN1C(=O)N2C=NC(=C2N=N1)C(=O)N. Drug 2: C1=NNC2=C1C(=O)NC=N2. Cell line: DU-145. Synergy scores: CSS=-3.52, Synergy_ZIP=1.93, Synergy_Bliss=4.31, Synergy_Loewe=-2.69, Synergy_HSA=-2.13. (3) Drug 1: CN1CCC(CC1)COC2=C(C=C3C(=C2)N=CN=C3NC4=C(C=C(C=C4)Br)F)OC. Drug 2: C1CC(C1)(C(=O)O)C(=O)O.[NH2-].[NH2-].[Pt+2]. Cell line: KM12. Synergy scores: CSS=8.48, Synergy_ZIP=-0.518, Synergy_Bliss=2.62, Synergy_Loewe=-0.311, Synergy_HSA=-0.330. (4) Drug 1: CC1=CC2C(CCC3(C2CCC3(C(=O)C)OC(=O)C)C)C4(C1=CC(=O)CC4)C. Drug 2: COC1=NC(=NC2=C1N=CN2C3C(C(C(O3)CO)O)O)N. Cell line: SNB-19. Synergy scores: CSS=-13.6, Synergy_ZIP=11.4, Synergy_Bliss=10.3, Synergy_Loewe=-2.08, Synergy_HSA=-2.27. (5) Drug 1: COC1=C(C=C2C(=C1)N=CN=C2NC3=CC(=C(C=C3)F)Cl)OCCCN4CCOCC4. Drug 2: C1=NC2=C(N1)C(=S)N=CN2. Cell line: HOP-62. Synergy scores: CSS=24.4, Synergy_ZIP=-13.6, Synergy_Bliss=-19.2, Synergy_Loewe=-15.8, Synergy_HSA=-14.8. (6) Drug 1: CC1C(C(CC(O1)OC2CC(OC(C2O)C)OC3=CC4=CC5=C(C(=O)C(C(C5)C(C(=O)C(C(C)O)O)OC)OC6CC(C(C(O6)C)O)OC7CC(C(C(O7)C)O)OC8CC(C(C(O8)C)O)(C)O)C(=C4C(=C3C)O)O)O)O. Drug 2: CCCCC(=O)OCC(=O)C1(CC(C2=C(C1)C(=C3C(=C2O)C(=O)C4=C(C3=O)C=CC=C4OC)O)OC5CC(C(C(O5)C)O)NC(=O)C(F)(F)F)O. Cell line: NCIH23. Synergy scores: CSS=49.7, Synergy_ZIP=2.80, Synergy_Bliss=4.58, Synergy_Loewe=-12.2, Synergy_HSA=-0.554. (7) Synergy scores: CSS=10.1, Synergy_ZIP=-5.44, Synergy_Bliss=-3.43, Synergy_Loewe=-5.41, Synergy_HSA=-0.624. Cell line: RXF 393. Drug 1: CC1=C(C(CCC1)(C)C)C=CC(=CC=CC(=CC(=O)O)C)C. Drug 2: C1CC(C1)(C(=O)O)C(=O)O.[NH2-].[NH2-].[Pt+2].